From a dataset of TCR-epitope binding with 47,182 pairs between 192 epitopes and 23,139 TCRs. Binary Classification. Given a T-cell receptor sequence (or CDR3 region) and an epitope sequence, predict whether binding occurs between them. (1) The epitope is RIFTIGTVTLK. The TCR CDR3 sequence is CSASLATIGGELFF. Result: 0 (the TCR does not bind to the epitope). (2) The epitope is NYSGVVTTVMF. The TCR CDR3 sequence is CASSPGGTVYNEQFF. Result: 1 (the TCR binds to the epitope). (3) The epitope is GTITSGWTF. The TCR CDR3 sequence is CASSPDIEDFF. Result: 0 (the TCR does not bind to the epitope). (4) The epitope is VLWAHGFEL. The TCR CDR3 sequence is CASSQDSGGNEQYF. Result: 1 (the TCR binds to the epitope).